The task is: Predict the product of the given reaction.. This data is from Forward reaction prediction with 1.9M reactions from USPTO patents (1976-2016). (1) Given the reactants [H-].[Na+].C([C:5]([CH2:18][CH3:19])(P(O)(O)=O)/[C:6](/[CH3:13])=[C:7](\CC)/[C:8]([O-:10])=[O:9])C.[Cl:20][C:21]1[CH:22]=C([CH:26]=[CH:27][C:28]=1[Cl:29])C=O.[CH2:30]([CH2:33]OC)OC, predict the reaction product. The product is: [Cl:20][C:21]1[CH:22]=[C:19]([CH:18]=[CH:5][C:6]([CH3:13])=[CH:7][C:8]([O:10][CH2:30][CH3:33])=[O:9])[CH:26]=[CH:27][C:28]=1[Cl:29]. (2) Given the reactants [OH:1][C:2]1[CH:7]=[CH:6][C:5]([C:8]2[N:16]([CH2:17][O:18][CH2:19][CH2:20][Si:21]([CH3:24])([CH3:23])[CH3:22])[C:15]3[C:14](=[O:25])[N:13]([CH2:26][CH2:27][CH3:28])[CH:12]=[N:11][C:10]=3[N:9]=2)=[CH:4][CH:3]=1.C(=O)([O-])[O-].[K+].[K+].Cl[CH2:36][C:37]([NH:39][C:40]1[CH:45]=[CH:44][C:43]([C:46]#[N:47])=[CH:42][CH:41]=1)=[O:38], predict the reaction product. The product is: [C:46]([C:43]1[CH:42]=[CH:41][C:40]([NH:39][C:37](=[O:38])[CH2:36][O:1][C:2]2[CH:3]=[CH:4][C:5]([C:8]3[N:16]([CH2:17][O:18][CH2:19][CH2:20][Si:21]([CH3:23])([CH3:22])[CH3:24])[C:15]4[C:14](=[O:25])[N:13]([CH2:26][CH2:27][CH3:28])[CH:12]=[N:11][C:10]=4[N:9]=3)=[CH:6][CH:7]=2)=[CH:45][CH:44]=1)#[N:47]. (3) Given the reactants [NH2:1][C:2]1[CH:3]=[CH:4][C:5]([S:10]([CH:13]([CH3:15])[CH3:14])(=[O:12])=[O:11])=[C:6]([CH:9]=1)[C:7]#[N:8].Cl[C:17]([O:19][CH3:20])=[O:18], predict the reaction product. The product is: [C:7]([C:6]1[CH:9]=[C:2]([NH:1][C:17](=[O:18])[O:19][CH3:20])[CH:3]=[CH:4][C:5]=1[S:10]([CH:13]([CH3:15])[CH3:14])(=[O:12])=[O:11])#[N:8]. (4) The product is: [CH3:5][C:3]([CH3:4])([C:2]1[S:14][CH:16]=[CH:17][N:1]=1)[NH2:6]. Given the reactants [NH2:1][C:2](=[S:14])[C:3]([NH:6]C(=O)OC(C)(C)C)([CH3:5])[CH3:4].Br[CH2:16][CH:17](OC)OC.CC1C=CC(S(O)(=O)=O)=CC=1, predict the reaction product. (5) Given the reactants [CH3:1][C:2]1[NH:3][C:4](=O)[CH:5]=[CH:6][C:7]=1[C:8]([O:10][CH2:11][CH3:12])=[O:9].P(Br)(Br)([Br:16])=O.C([O-])(O)=O.[Na+], predict the reaction product. The product is: [Br:16][C:4]1[CH:5]=[CH:6][C:7]([C:8]([O:10][CH2:11][CH3:12])=[O:9])=[C:2]([CH3:1])[N:3]=1. (6) Given the reactants [CH2:1]([O:5][C:6]1[CH:36]=[CH:35][C:9]([CH2:10][CH:11]([NH:25][S:26]([C:29]2[CH:34]=[CH:33][CH:32]=[CH:31][N:30]=2)(=[O:28])=[O:27])[C:12]2[N:17]=[C:16]([NH:18][CH2:19][C:20]([O:22]CC)=[O:21])[CH:15]=[CH:14][CH:13]=2)=[CH:8][CH:7]=1)[CH2:2][CH2:3][CH3:4].[OH-].[Na+].Cl, predict the reaction product. The product is: [CH2:1]([O:5][C:6]1[CH:7]=[CH:8][C:9]([CH2:10][CH:11]([NH:25][S:26]([C:29]2[CH:34]=[CH:33][CH:32]=[CH:31][N:30]=2)(=[O:27])=[O:28])[C:12]2[N:17]=[C:16]([NH:18][CH2:19][C:20]([OH:22])=[O:21])[CH:15]=[CH:14][CH:13]=2)=[CH:35][CH:36]=1)[CH2:2][CH2:3][CH3:4].